From a dataset of Forward reaction prediction with 1.9M reactions from USPTO patents (1976-2016). Predict the product of the given reaction. (1) Given the reactants [Br:1][C:2]1[CH:3]=[C:4]2[C:9](=[CH:10][CH:11]=1)[N:8]=[CH:7][C:6]([C:12](=[O:15])[CH2:13][CH3:14])=[C:5]2Cl.[NH2:17][C:18]1[CH:19]=[CH:20][C:21]([N:24]2[CH2:29][CH2:28][CH2:27][CH:26]([NH:30][C:31](=[O:37])[O:32][C:33]([CH3:36])([CH3:35])[CH3:34])[CH2:25]2)=[N:22][CH:23]=1, predict the reaction product. The product is: [Br:1][C:2]1[CH:3]=[C:4]2[C:9](=[CH:10][CH:11]=1)[N:8]=[CH:7][C:6]([C:12](=[O:15])[CH2:13][CH3:14])=[C:5]2[NH:17][C:18]1[CH:19]=[CH:20][C:21]([N:24]2[CH2:29][CH2:28][CH2:27][CH:26]([NH:30][C:31](=[O:37])[O:32][C:33]([CH3:35])([CH3:34])[CH3:36])[CH2:25]2)=[N:22][CH:23]=1. (2) Given the reactants [NH2:1][C:2]1[CH:7]=[CH:6][CH:5]=[CH:4][C:3]=1[S:8]([NH:11][CH2:12][C:13]([CH3:16])([CH3:15])[CH3:14])(=[O:10])=[O:9].CN(C)C=O.[H-].[Na+].[Cl:24][C:25]1[N:30]=[C:29](Cl)[C:28]([Cl:32])=[CH:27][N:26]=1, predict the reaction product. The product is: [Cl:24][C:25]1[N:30]=[C:29]([NH:1][C:2]2[CH:7]=[CH:6][CH:5]=[CH:4][C:3]=2[S:8]([NH:11][CH2:12][C:13]([CH3:16])([CH3:15])[CH3:14])(=[O:10])=[O:9])[C:28]([Cl:32])=[CH:27][N:26]=1.